From a dataset of Full USPTO retrosynthesis dataset with 1.9M reactions from patents (1976-2016). Predict the reactants needed to synthesize the given product. (1) Given the product [CH2:16]([C:20]1[C:21](=[O:32])[C:22]([CH2:30][Cl:1])=[C:23]([CH3:29])[C:24](=[O:28])[C:25]=1[O:26][CH3:27])[CH2:17][CH2:18][CH3:19], predict the reactants needed to synthesize it. The reactants are: [Cl:1]COC1C(=O)C(C)=C(OC)C(=O)C=1C.[CH2:16]([C:20]1[C:21](=[O:32])[C:22]([CH2:30]O)=[C:23]([CH3:29])[C:24](=[O:28])[C:25]=1[O:26][CH3:27])[CH2:17][CH2:18][CH3:19].P(Cl)(Cl)Cl.CN(C=O)C. (2) Given the product [Br:1][C:2]1[C:11]2[C:6](=[CH:7][CH:8]=[CH:9][CH:10]=2)[C:5]([OH:22])=[CH:4][CH:3]=1, predict the reactants needed to synthesize it. The reactants are: [Br:1][C:2]1[C:11]2[C:6](=[CH:7][CH:8]=[CH:9][CH:10]=2)[C:5](Br)=[CH:4][CH:3]=1.C([Li])CCC.C[Si]([O:22]O[Si](C)(C)C)(C)C.